From a dataset of Catalyst prediction with 721,799 reactions and 888 catalyst types from USPTO. Predict which catalyst facilitates the given reaction. (1) Reactant: C(OC(=O)[NH:7][CH2:8][C:9]1[CH:14]=[CH:13][C:12]([CH2:15][N:16]2[CH2:20][C:19](=[O:21])[N:18]([CH2:22][C:23]3[CH:28]=[CH:27][C:26]([O:29][CH3:30])=[CH:25][C:24]=3[O:31][CH3:32])[S:17]2(=[O:34])=[O:33])=[CH:11][CH:10]=1)(C)(C)C.[ClH:36]. Product: [ClH:36].[NH2:7][CH2:8][C:9]1[CH:10]=[CH:11][C:12]([CH2:15][N:16]2[S:17](=[O:33])(=[O:34])[N:18]([CH2:22][C:23]3[CH:28]=[CH:27][C:26]([O:29][CH3:30])=[CH:25][C:24]=3[O:31][CH3:32])[C:19](=[O:21])[CH2:20]2)=[CH:13][CH:14]=1. The catalyst class is: 25. (2) Reactant: [ClH:1].[NH:2]1[CH2:7][CH2:6][C:5](=O)[CH2:4][CH2:3]1.Cl.Cl.[NH:11]([C:13]1[CH:21]=[CH:20][C:16]([C:17]([OH:19])=[O:18])=[CH:15][CH:14]=1)N. Product: [ClH:1].[CH2:3]1[C:4]2[C:21]3[CH:20]=[C:16]([C:17]([OH:19])=[O:18])[CH:15]=[CH:14][C:13]=3[NH:11][C:5]=2[CH2:6][CH2:7][NH:2]1. The catalyst class is: 12. (3) Reactant: [CH:1]([O:4][C:5]1[CH:12]=[C:11]([C:13]([F:16])([F:15])[F:14])[CH:10]=[CH:9][C:6]=1[CH:7]=O)([CH3:3])[CH3:2].C1(P(=[CH:36][C:37]([O:39][CH3:40])=[O:38])(C2C=CC=CC=2)C2C=CC=CC=2)C=CC=CC=1. Product: [CH3:40][O:39][C:37](=[O:38])[CH:36]=[CH:7][C:6]1[CH:9]=[CH:10][C:11]([C:13]([F:16])([F:15])[F:14])=[CH:12][C:5]=1[O:4][CH:1]([CH3:3])[CH3:2]. The catalyst class is: 11. (4) The catalyst class is: 29. Reactant: [N:1]([CH2:4][C@@H:5]([C:7]1[C:16]2[C:11](=[C:12]([O:17][CH2:18][C:19]3[CH:24]=[CH:23][CH:22]=[CH:21][CH:20]=3)[CH:13]=[CH:14][CH:15]=2)[NH:10][C:9](=[O:25])[CH:8]=1)[OH:6])=[N+]=[N-].C1COCC1. Product: [NH2:1][CH2:4][C@@H:5]([C:7]1[C:16]2[C:11](=[C:12]([O:17][CH2:18][C:19]3[CH:24]=[CH:23][CH:22]=[CH:21][CH:20]=3)[CH:13]=[CH:14][CH:15]=2)[NH:10][C:9](=[O:25])[CH:8]=1)[OH:6]. (5) Reactant: [CH3:1][N:2]1[C:7](=[O:8])[CH:6]=[CH:5][C:4]([C:9](=[O:28])[CH2:10][CH:11]([C:19]2[CH:27]=[CH:26][C:22]([C:23](O)=[O:24])=[CH:21][CH:20]=2)[C:12]2[CH:17]=[CH:16][CH:15]=[CH:14][C:13]=2[CH3:18])=[CH:3]1.[C:29]([NH:32][CH2:33][CH2:34][NH2:35])(=[O:31])[CH3:30].CN([P+](ON1N=NC2C=CC=CC1=2)(N(C)C)N(C)C)C.F[P-](F)(F)(F)(F)F. Product: [C:29]([NH:32][CH2:33][CH2:34][NH:35][C:23](=[O:24])[C:22]1[CH:26]=[CH:27][C:19]([CH:11]([C:12]2[CH:17]=[CH:16][CH:15]=[CH:14][C:13]=2[CH3:18])[CH2:10][C:9]([C:4]2[CH:5]=[CH:6][C:7](=[O:8])[N:2]([CH3:1])[CH:3]=2)=[O:28])=[CH:20][CH:21]=1)(=[O:31])[CH3:30]. The catalyst class is: 7. (6) Reactant: [O:1]([C:8]1[CH:13]=[CH:12][C:11]([OH:14])=[CH:10][CH:9]=1)[C:2]1[CH:7]=[CH:6][CH:5]=[CH:4][CH:3]=1.C(=O)([O-])[O-].[K+].[K+].Br[CH2:22][CH2:23][CH2:24][Cl:25]. Product: [Cl:25][CH2:24][CH2:23][CH2:22][O:14][C:11]1[CH:10]=[CH:9][C:8]([O:1][C:2]2[CH:7]=[CH:6][CH:5]=[CH:4][CH:3]=2)=[CH:13][CH:12]=1. The catalyst class is: 9. (7) Reactant: [C:1]([NH:4][CH:5]([C:9]([OH:11])=[O:10])[CH2:6][O:7][CH3:8])(=[O:3])[CH3:2].[OH-].[Na+].Cl. Product: [C:1]([NH:4][C@H:5]([CH2:6][O:7][CH3:8])[C:9]([OH:11])=[O:10])(=[O:3])[CH3:2]. The catalyst class is: 6. (8) Reactant: [Br:1][C:2]1[CH:3]=[C:4]([CH:9]=[CH:10][C:11]=1[N:12]1[CH2:17][CH2:16][N:15]([CH2:18][CH2:19][OH:20])[CH2:14][CH2:13]1)[C:5]([O:7][CH3:8])=[O:6].[H-].[Na+].[CH2:23](Br)[C:24]1[CH:29]=[CH:28][CH:27]=[CH:26][CH:25]=1.O. Product: [CH2:23]([O:20][CH2:19][CH2:18][N:15]1[CH2:16][CH2:17][N:12]([C:11]2[CH:10]=[CH:9][C:4]([C:5]([O:7][CH3:8])=[O:6])=[CH:3][C:2]=2[Br:1])[CH2:13][CH2:14]1)[C:24]1[CH:29]=[CH:28][CH:27]=[CH:26][CH:25]=1. The catalyst class is: 9. (9) Product: [ClH:29].[CH3:1][CH:2]1[CH2:11][CH2:10][C:9]2[C:4](=[CH:5][CH:6]=[CH:7][CH:8]=2)[CH:3]1[NH:12][C:13]1[CH:18]=[C:17]([N:19]2[CH2:20][CH2:21][NH:22][CH2:23][CH2:24]2)[CH:16]=[CH:15][C:14]=1[S:25]([CH3:28])(=[O:27])=[O:26]. The catalyst class is: 268. Reactant: [CH3:1][CH:2]1[CH2:11][CH2:10][C:9]2[C:4](=[CH:5][CH:6]=[CH:7][CH:8]=2)[CH:3]1[NH:12][C:13]1[CH:18]=[C:17]([N:19]2[CH2:24][CH2:23][NH:22][CH2:21][CH2:20]2)[CH:16]=[CH:15][C:14]=1[S:25]([CH3:28])(=[O:27])=[O:26].[ClH:29]. (10) Reactant: [CH2:1]1[C@H:6]([NH2:7])[CH2:5][C:4]2[S:8][C:9]([NH2:11])=[N:10][C:3]=2[CH2:2]1.[CH2:12]([Cl:15])[CH2:13][CH3:14]. Product: [CH3:12][CH2:13][CH2:14][NH:7][C@@H:6]1[CH2:5][C:4]2[S:8][C:9]([NH2:11])=[N:10][C:3]=2[CH2:2][CH2:1]1.[ClH:15].[ClH:15]. The catalyst class is: 9.